Dataset: Reaction yield outcomes from USPTO patents with 853,638 reactions. Task: Predict the reaction yield, written as a fraction of the theoretical maximum amount of product (1.0 means a 100% yield; for example, 0.34 means a 34% yield). (1) The reactants are [C:1]([O:5][C:6]([NH:8][C@@H:9]1[C:23](=[O:24])[N:22]2[CH2:25][C@H:26]([O:28][C:29]3[C:30]4[S:44][CH:43]=[CH:42][C:31]=4[N:32]=[C:33]([C:35]4[N:39]([CH3:40])[N:38]=[C:37]([CH3:41])[CH:36]=4)[N:34]=3)[CH2:27][C@H:21]2[C:20](=[O:45])[NH:19][C@:18]2([C:47]([O:49]C)=[O:48])[CH2:46][C@H:17]2[CH:16]=[CH:15][CH2:14][CH2:13][CH2:12][CH2:11][CH2:10]1)=[O:7])([CH3:4])([CH3:3])[CH3:2].O1CCCC1.[OH-].[Li+]. The yield is 0.130. The product is [C:1]([O:5][C:6]([NH:8][C@@H:9]1[C:23](=[O:24])[N:22]2[CH2:25][C@H:26]([O:28][C:29]3[C:30]4[S:44][CH:43]=[CH:42][C:31]=4[N:32]=[C:33]([C:35]4[N:39]([CH3:40])[N:38]=[C:37]([CH3:41])[CH:36]=4)[N:34]=3)[CH2:27][C@H:21]2[C:20](=[O:45])[NH:19][C@:18]2([C:47]([OH:49])=[O:48])[CH2:46][C@H:17]2[CH:16]=[CH:15][CH2:14][CH2:13][CH2:12][CH2:11][CH2:10]1)=[O:7])([CH3:4])([CH3:2])[CH3:3]. The catalyst is CO. (2) The reactants are [CH:1]1([C:4]2[C:9]([NH2:10])=[CH:8][CH:7]=[C:6]([C:11]([F:14])([F:13])[F:12])[N:5]=2)[CH2:3][CH2:2]1.[I:15]I. The catalyst is C(O)C.S([O-])([O-])(=O)=O.[Ag+2]. The product is [CH:1]1([C:4]2[C:9]([NH2:10])=[C:8]([I:15])[CH:7]=[C:6]([C:11]([F:14])([F:12])[F:13])[N:5]=2)[CH2:2][CH2:3]1. The yield is 0.620.